The task is: Predict the product of the given reaction.. This data is from Forward reaction prediction with 1.9M reactions from USPTO patents (1976-2016). (1) Given the reactants [CH3:1][S:2]([C:5]1[CH:6]=[C:7]([CH:11]2[CH2:16][CH2:15][CH2:14][NH:13][CH2:12]2)[CH:8]=[CH:9][CH:10]=1)(=[O:4])=[O:3].[F:17][C:18]([F:23])([F:22])[C@@H:19]1[CH2:21][O:20]1, predict the reaction product. The product is: [F:17][C:18]([F:23])([F:22])[C@@H:19]([OH:20])[CH2:21][N:13]1[CH2:14][CH2:15][CH2:16][CH:11]([C:7]2[CH:8]=[CH:9][CH:10]=[C:5]([S:2]([CH3:1])(=[O:4])=[O:3])[CH:6]=2)[CH2:12]1. (2) Given the reactants [NH2:1][C:2]1[N:7]([CH3:8])[C:6](=[O:9])[C:5]([CH3:11])([CH3:10])[C@:4]([C:13]2[CH:18]=[C:17]([NH2:19])[CH:16]=[CH:15][C:14]=2[F:20])([CH3:12])[N:3]=1.[N:21]1[CH:26]=[CH:25][CH:24]=[N:23][C:22]=1[C:27](=O)[CH3:28].[B][B][B][B][B][B][B][B][B][B], predict the reaction product. The product is: [NH2:1][C:2]1[N:7]([CH3:8])[C:6](=[O:9])[C:5]([CH3:10])([CH3:11])[C@:4]([C:13]2[CH:18]=[C:17]([NH:19][CH:27]([C:22]3[N:23]=[CH:24][CH:25]=[CH:26][N:21]=3)[CH3:28])[CH:16]=[CH:15][C:14]=2[F:20])([CH3:12])[N:3]=1. (3) Given the reactants [CH3:1][N:2]([CH3:29])[CH2:3][CH2:4][NH:5][C:6]([C:8]1[C:21]2[C:12](=[N:13][C:14]3[C:19]([N:20]=2)=[C:18]2[CH:22]=[CH:23][CH:24]=[C:25]([O:26][CH3:27])[C:17]2=[CH:16][CH:15]=3)[CH:11]=[C:10](Cl)[CH:9]=1)=[O:7].[CH3:30][S-:31].[Na+], predict the reaction product. The product is: [CH3:1][N:2]([CH3:29])[CH2:3][CH2:4][NH:5][C:6]([C:8]1[C:21]2[C:12](=[N:13][C:14]3[C:19]([N:20]=2)=[C:18]2[CH:22]=[CH:23][CH:24]=[C:25]([O:26][CH3:27])[C:17]2=[CH:16][CH:15]=3)[CH:11]=[C:10]([S:31][CH3:30])[CH:9]=1)=[O:7]. (4) Given the reactants [CH2:1]([O:8][C:9](=[O:16])[CH2:10][O:11]S(C)(=O)=O)[C:2]1[CH:7]=[CH:6][CH:5]=[CH:4][CH:3]=1.[C:17]([O:21][P:22]([O-])([O:24][C:25]([CH3:28])([CH3:27])[CH3:26])=[O:23])([CH3:20])([CH3:19])[CH3:18], predict the reaction product. The product is: [CH2:1]([O:8][C:9](=[O:16])[CH2:10][O:11][P:22]([O:21][C:17]([CH3:20])([CH3:19])[CH3:18])([O:24][C:25]([CH3:26])([CH3:27])[CH3:28])=[O:23])[C:2]1[CH:7]=[CH:6][CH:5]=[CH:4][CH:3]=1. (5) Given the reactants [C:1]([NH:8][CH2:9][C:10]#[CH:11])([O:3][C:4]([CH3:7])([CH3:6])[CH3:5])=[O:2].[Li]CCCC.CON(C)[C:20]([C:22]1[O:26][C:25]([C:27]2[CH:32]=[CH:31][CH:30]=[CH:29][CH:28]=2)=[N:24][C:23]=1[C:33]1[CH:38]=[CH:37][CH:36]=[CH:35][CH:34]=1)=[O:21], predict the reaction product. The product is: [C:4]([O:3][C:1](=[O:2])[NH:8][CH2:9][C:10]#[C:11][C:20]([C:22]1[O:26][C:25]([C:27]2[CH:32]=[CH:31][CH:30]=[CH:29][CH:28]=2)=[N:24][C:23]=1[C:33]1[CH:38]=[CH:37][CH:36]=[CH:35][CH:34]=1)=[O:21])([CH3:5])([CH3:6])[CH3:7]. (6) Given the reactants C(OC(=O)[NH:7][CH2:8][CH2:9][CH2:10][CH2:11][CH2:12][C:13](=[O:21])[NH:14][C:15]1[CH:16]=[N:17][CH:18]=[CH:19][CH:20]=1)(C)(C)C.[ClH:23], predict the reaction product. The product is: [ClH:23].[ClH:23].[NH2:7][CH2:8][CH2:9][CH2:10][CH2:11][CH2:12][C:13]([NH:14][C:15]1[CH:16]=[N:17][CH:18]=[CH:19][CH:20]=1)=[O:21].